From a dataset of Forward reaction prediction with 1.9M reactions from USPTO patents (1976-2016). Predict the product of the given reaction. (1) Given the reactants [CH:1]1([C:4]2[CH:5]=[N:6][CH:7]=[C:8]([CH:14]=2)[C:9](=[NH:13])OCC)[CH2:3][CH2:2]1.C(O)(=O)C.C(N(CC)CC)C.Cl.Cl.[NH2:28][C:29]1[CH:30]=[CH:31][C:32]([N:36]2[CH2:41][CH2:40][CH2:39][C@@H:38]([C:42]([N:44]3[CH2:48][CH2:47][CH2:46][CH2:45]3)=[O:43])[CH2:37]2)=[N:33][C:34]=1N, predict the reaction product. The product is: [CH:1]1([C:4]2[CH:14]=[C:8]([C:9]3[NH:13][C:34]4=[N:33][C:32]([N:36]5[CH2:41][CH2:40][CH2:39][C@@H:38]([C:42]([N:44]6[CH2:48][CH2:47][CH2:46][CH2:45]6)=[O:43])[CH2:37]5)=[CH:31][CH:30]=[C:29]4[N:28]=3)[CH:7]=[N:6][CH:5]=2)[CH2:2][CH2:3]1. (2) Given the reactants [CH3:1][N:2]([CH2:4][C:5]1[CH:10]=[CH:9][C:8]([NH:11]/[C:12](=[C:26]2\[C:27](=[O:36])[NH:28][C:29]3[C:34]\2=[CH:33][CH:32]=[C:31]([F:35])[CH:30]=3)/[C:13]2[CH:18]=[CH:17][C:16]([CH2:19][CH2:20][C:21]([O:23]CC)=[O:22])=[CH:15][CH:14]=2)=[CH:7][CH:6]=1)[CH3:3].[OH-].[Na+].Cl, predict the reaction product. The product is: [CH3:1][N:2]([CH2:4][C:5]1[CH:6]=[CH:7][C:8]([NH:11]/[C:12](=[C:26]2\[C:27](=[O:36])[NH:28][C:29]3[C:34]\2=[CH:33][CH:32]=[C:31]([F:35])[CH:30]=3)/[C:13]2[CH:14]=[CH:15][C:16]([CH2:19][CH2:20][C:21]([OH:23])=[O:22])=[CH:17][CH:18]=2)=[CH:9][CH:10]=1)[CH3:3]. (3) Given the reactants [CH3:1][O-:2].[Na+].Cl[C:5]1[N:10]=[C:9]([NH:11][CH3:12])[C:8]([N+:13]([O-:15])=[O:14])=[C:7]([NH:16][CH2:17][C:18]2[C:23]([CH3:24])=[CH:22][CH:21]=[CH:20][C:19]=2[CH2:25][CH3:26])[CH:6]=1.O.Cl, predict the reaction product. The product is: [CH2:25]([C:19]1[CH:20]=[CH:21][CH:22]=[C:23]([CH3:24])[C:18]=1[CH2:17][NH:16][C:7]1[CH:6]=[C:5]([O:2][CH3:1])[N:10]=[C:9]([NH:11][CH3:12])[C:8]=1[N+:13]([O-:15])=[O:14])[CH3:26]. (4) The product is: [C:1]([C:5]1[N:6]=[C:7]([N:16]2[CH2:20][CH2:19][C:18]([F:21])([F:22])[CH2:17]2)[C:8]2[C:9](=[N:11][N:12]([CH2:14][C:15]3[CH:50]=[CH:49][C:48]([Cl:51])=[CH:47][C:46]=3[Cl:52])[N:13]=2)[N:10]=1)([CH3:2])([CH3:3])[CH3:4]. Given the reactants [C:1]([C:5]1[N:6]=[C:7]([N:16]2[CH2:20][CH2:19][C:18]([F:22])([F:21])[CH2:17]2)[C:8]2[C:9](=[N:11][N:12]([CH2:14][CH3:15])[N:13]=2)[N:10]=1)([CH3:4])([CH3:3])[CH3:2].C(C1N=C(N2CCC(F)(F)C2)C2N=NNC=2N=1)(C)(C)C.BrCC1[CH:50]=[CH:49][C:48]([Cl:51])=[CH:47][C:46]=1[Cl:52], predict the reaction product.